From a dataset of Full USPTO retrosynthesis dataset with 1.9M reactions from patents (1976-2016). Predict the reactants needed to synthesize the given product. The reactants are: [NH2:1][C:2]1[S:6][N:5]=[C:4]([CH3:7])[C:3]=1[C:8]([NH:10][C:11]1[CH:12]=[N:13][C:14]([O:17][CH3:18])=[CH:15][CH:16]=1)=[O:9].Cl[C:20]1[CH:29]=[N:28][C:27]2[C:22](=[CH:23][CH:24]=[C:25]([Cl:30])[CH:26]=2)[N:21]=1.C(=O)([O-])[O-].[Cs+].[Cs+].CC1(C)C2C(=C(P(C3C=CC=CC=3)C3C=CC=CC=3)C=CC=2)OC2C(P(C3C=CC=CC=3)C3C=CC=CC=3)=CC=CC1=2. Given the product [Cl:30][C:25]1[CH:26]=[C:27]2[C:22](=[CH:23][CH:24]=1)[N:21]=[C:20]([NH:1][C:2]1[S:6][N:5]=[C:4]([CH3:7])[C:3]=1[C:8]([NH:10][C:11]1[CH:12]=[N:13][C:14]([O:17][CH3:18])=[CH:15][CH:16]=1)=[O:9])[CH:29]=[N:28]2, predict the reactants needed to synthesize it.